Dataset: CYP2C9 inhibition data for predicting drug metabolism from PubChem BioAssay. Task: Regression/Classification. Given a drug SMILES string, predict its absorption, distribution, metabolism, or excretion properties. Task type varies by dataset: regression for continuous measurements (e.g., permeability, clearance, half-life) or binary classification for categorical outcomes (e.g., BBB penetration, CYP inhibition). Dataset: cyp2c9_veith. (1) The molecule is CCCCN1C(=O)NC(NC(=O)c2ccco2)(C(F)(F)F)C1=O. The result is 1 (inhibitor). (2) The compound is CNC(=S)NNC(=O)c1sccc1OCc1ccc(C)cc1. The result is 0 (non-inhibitor). (3) The molecule is CC(C)CN1CCCC2(CCN(C(=O)c3cccc(F)c3)CC2)C1. The result is 0 (non-inhibitor). (4) The compound is Nc1nc(SCc2ccccc2Cl)cc(C(=O)O)n1. The result is 0 (non-inhibitor). (5) The molecule is CSCC[C@@H]1NC(=O)C/C=C\[C@@H](C)COC(=O)[C@@H](CCSC)NC(=O)C/C=C\[C@@H](C)COC1=O. The result is 0 (non-inhibitor). (6) The molecule is CC(=O)OC[C@@H]1O[C@@H](O/N=C2/C[C@@H](O)[C@@H](O)[C@@H]3[C@@H]4C(=O)N(c5cccc(Oc6ccccc6)c5)C(=O)[C@H]4CC[C@@H]23)[C@H](OC(C)=O)[C@H](OC(C)=O)[C@@H]1OC(C)=O. The result is 0 (non-inhibitor). (7) The molecule is CCOc1ccccc1NC(=O)CCn1c(=O)oc2ccccc21. The result is 0 (non-inhibitor).